From a dataset of Full USPTO retrosynthesis dataset with 1.9M reactions from patents (1976-2016). Predict the reactants needed to synthesize the given product. (1) Given the product [F:34][C@H:35]1[C@H:40]([O:41][CH2:59][C:58]2[CH:62]=[CH:63][C:55]([N+:52]([O-:54])=[O:53])=[CH:56][CH:57]=2)[CH2:39][CH2:38][N:37]([C:42]([O:44][CH2:45][C:46]2[CH:51]=[CH:50][CH:49]=[CH:48][CH:47]=2)=[O:43])[CH2:36]1, predict the reactants needed to synthesize it. The reactants are: C1(P(C2C=CC=CC=2)C2C=CC=CC=2)C=CC=CC=1.CC(OC(/N=N/C(OC(C)C)=O)=O)C.[F:34][C@H:35]1[C@@H:40]([OH:41])[CH2:39][CH2:38][N:37]([C:42]([O:44][CH2:45][C:46]2[CH:51]=[CH:50][CH:49]=[CH:48][CH:47]=2)=[O:43])[CH2:36]1.[N+:52]([C:55]1[CH:63]=[CH:62][C:58]([C:59](O)=O)=[CH:57][CH:56]=1)([O-:54])=[O:53]. (2) Given the product [C:9]1([C@H:15]2[O:22][CH2:21][C@H:20]3[N:16]2[C:17](=[O:23])[C@@H:18]2[CH2:4][C@@H:19]23)[CH:10]=[CH:11][CH:12]=[CH:13][CH:14]=1, predict the reactants needed to synthesize it. The reactants are: [H-].[Na+].[I-].[CH3:4][S+](C)(C)=O.[C:9]1([C@H:15]2[O:22][CH2:21][C@H:20]3[N:16]2[C:17](=[O:23])[CH:18]=[CH:19]3)[CH:14]=[CH:13][CH:12]=[CH:11][CH:10]=1.O. (3) Given the product [CH3:1][CH2:2][C@@:3]1([OH:59])[CH2:14][N:12]2[CH2:13][C@H:5]([CH2:6][C@:7]([C:55]([O:57][CH3:58])=[O:56])([C:22]3[CH:27]=[C:26]4[C@:28]56[C@@H:32]7[C@:33]([CH2:51][CH3:52])([C@@H:37]([O:47][C:48]([CH3:50])=[O:49])[C@:38]([OH:46])([C:42]([O:44][CH3:45])=[O:43])[C@@H:39]5[N:40]([CH3:41])[C:25]4=[CH:24][C:23]=3[O:53][CH3:54])[CH:34]=[CH:35][CH2:36][N:31]7[CH2:30][CH2:29]6)[C:8]3[NH:21][C:20]4[CH:19]=[CH:18][CH:17]=[CH:16][C:15]=4[C:9]=3[CH2:10][CH2:11]2)[CH2:4]1, predict the reactants needed to synthesize it. The reactants are: [CH3:1][CH2:2][C@@:3]1([OH:59])[CH2:14][N:12]2[CH2:13][C@@H:5]([CH2:6][C@:7]([C:55]([O:57][CH3:58])=[O:56])([C:22]3[CH:27]=[C:26]4[C@@:28]56[C@@H:39]([N:40]([CH3:41])[C:25]4=[CH:24][C:23]=3[O:53][CH3:54])[C@@:38]([OH:46])([C:42]([O:44][CH3:45])=[O:43])[C@H:37]([O:47][C:48]([CH3:50])=[O:49])[C@:33]3([CH2:51][CH3:52])[CH:34]=[CH:35][CH2:36][N:31]([C@H:32]53)[CH2:30][CH2:29]6)[C:8]3[NH:21][C:20]4[C:15](=[CH:16][CH:17]=[CH:18][CH:19]=4)[C:9]=3[CH2:10][CH2:11]2)[CH2:4]1.OS(O)(=O)=O.C(Cl)Cl.N. (4) Given the product [Cl:23][P:7]([CH2:6][C:5]1[CH:15]=[CH:16][C:17]([N+:18]([O-:20])=[O:19])=[C:3]([O:2][CH3:1])[CH:4]=1)(=[O:11])[O:8][CH2:9][CH3:10], predict the reactants needed to synthesize it. The reactants are: [CH3:1][O:2][C:3]1[CH:4]=[C:5]([CH:15]=[CH:16][C:17]=1[N+:18]([O-:20])=[O:19])[CH2:6][P:7](=O)([O:11]CC)[O:8][CH2:9][CH3:10].S(Cl)([Cl:23])=O. (5) Given the product [ClH:30].[Cl:30][C:27]1[CH:26]=[CH:25][C:24]([C:21]2([C:18]3[C:19]4[C:14](=[CH:13][CH:12]=[C:11]([O:10][CH2:9][CH2:8][NH2:7])[CH:20]=4)[CH2:15][CH2:16][N:17]=3)[CH2:22][CH2:23]2)=[CH:29][CH:28]=1, predict the reactants needed to synthesize it. The reactants are: C(OC(=O)[NH:7][CH2:8][CH2:9][O:10][C:11]1[CH:20]=[C:19]2[C:14]([CH2:15][CH2:16][N:17]=[C:18]2[C:21]2([C:24]3[CH:29]=[CH:28][C:27]([Cl:30])=[CH:26][CH:25]=3)[CH2:23][CH2:22]2)=[CH:13][CH:12]=1)(C)(C)C.Cl. (6) Given the product [F:1][CH2:2][C@@:3]12[C:32]3[CH:33]=[C:34]([NH2:37])[CH:35]=[CH:36][C:31]=3[O:30][CH2:29][CH2:28][C@@H:4]1[S:5](=[O:26])(=[O:27])[C:6]([CH3:24])([CH3:25])[C:7]([N:9]([C:10]([O:11][C:12]([CH3:13])([CH3:14])[CH3:15])=[O:16])[C:17](=[O:18])[O:19][C:20]([CH3:23])([CH3:22])[CH3:21])=[N:8]2, predict the reactants needed to synthesize it. The reactants are: [F:1][CH2:2][C@@:3]12[C:32]3[CH:33]=[C:34]([N+:37]([O-])=O)[CH:35]=[CH:36][C:31]=3[O:30][CH2:29][CH2:28][C@@H:4]1[S:5](=[O:27])(=[O:26])[C:6]([CH3:25])([CH3:24])[C:7]([N:9]([C:17]([O:19][C:20]([CH3:23])([CH3:22])[CH3:21])=[O:18])[C:10](=[O:16])[O:11][C:12]([CH3:15])([CH3:14])[CH3:13])=[N:8]2.